From a dataset of Catalyst prediction with 721,799 reactions and 888 catalyst types from USPTO. Predict which catalyst facilitates the given reaction. Reactant: C1([NH2+]C2CCCCC2)CCCCC1.[C:14]([NH:21][C@H:22]([C:26]([O-:28])=[O:27])[CH2:23][O:24][CH3:25])([O:16][C:17]([CH3:20])([CH3:19])[CH3:18])=[O:15]. Product: [C:14]([NH:21][C@H:22]([C:26]([OH:28])=[O:27])[CH2:23][O:24][CH3:25])([O:16][C:17]([CH3:20])([CH3:19])[CH3:18])=[O:15]. The catalyst class is: 4.